The task is: Predict the reaction yield, written as a fraction of the theoretical maximum amount of product (1.0 means a 100% yield; for example, 0.34 means a 34% yield).. This data is from Reaction yield outcomes from USPTO patents with 853,638 reactions. (1) The yield is 0.440. The reactants are [N:1]1[CH:6]=[CH:5][CH:4]=[CH:3][C:2]=1[N:7]1[C:11](=[O:12])[CH2:10][S:9][C:8]1=S.[N:14]1([C:20]2[CH:26]=[CH:25][C:23]([NH2:24])=[CH:22][CH:21]=2)[CH2:19][CH2:18][O:17][CH2:16][CH2:15]1.CCN(CC)CC. The catalyst is C1COCC1.[Hg](Cl)Cl. The product is [N:14]1([C:20]2[CH:21]=[CH:22][C:23]([N:24]=[C:8]3[N:7]([C:2]4[CH:3]=[CH:4][CH:5]=[CH:6][N:1]=4)[C:11](=[O:12])[CH2:10][S:9]3)=[CH:25][CH:26]=2)[CH2:15][CH2:16][O:17][CH2:18][CH2:19]1. (2) The reactants are [Cl:1][C:2]1[CH:12]=[CH:11][CH:10]=[CH:9][C:3]=1[CH:4]([OH:8])[C:5](O)=[O:6].O.[NH2:14][NH2:15]. The catalyst is C(Cl)Cl.C(Cl)CCl. The product is [Cl:1][C:2]1[CH:12]=[CH:11][CH:10]=[CH:9][C:3]=1[CH:4]([OH:8])[C:5]([NH:14][NH2:15])=[O:6]. The yield is 0.670. (3) The reactants are CN(C(ON1N=NC2C=CC=NC1=2)=[N+](C)C)C.F[P-](F)(F)(F)(F)F.[F:25][C:26]1[CH:27]=[C:28]([NH:37][C:38]([C@H:40]2[C:49]3[C:44](=[CH:45][C:46]([O:50][CH3:51])=[CH:47][CH:48]=3)[CH2:43][CH2:42][NH:41]2)=[O:39])[CH:29]=[C:30]([F:36])[C:31]=1[Si:32]([CH3:35])([CH3:34])[CH3:33].CCN(C(C)C)C(C)C.[C@H:61]1([C:68](O)=[O:69])[CH2:64][C@@H:63]([C:65]([OH:67])=[O:66])[CH2:62]1. The catalyst is CN(C=O)C.O.C(#N)C.O. The product is [F:25][C:26]1[CH:27]=[C:28]([NH:37][C:38]([C@H:40]2[C:49]3[C:44](=[CH:45][C:46]([O:50][CH3:51])=[CH:47][CH:48]=3)[CH2:43][CH2:42][N:41]2[C:68]([C@@H:61]2[CH2:64][C@H:63]([C:65]([OH:67])=[O:66])[CH2:62]2)=[O:69])=[O:39])[CH:29]=[C:30]([F:36])[C:31]=1[Si:32]([CH3:33])([CH3:35])[CH3:34]. The yield is 0.321. (4) The catalyst is CO. The reactants are [C:1]([C:3]1[C:4]([O:14][CH2:15][CH2:16][CH2:17][C:18]2[C:19]([CH2:33][CH2:34][CH3:35])=[N:20][N:21]([C:23]3[CH:28]=[CH:27][C:26]([C:29]([F:32])([F:31])[F:30])=[CH:25][N:24]=3)[CH:22]=2)=[C:5]([CH2:9][C:10]([O:12]C)=[O:11])[CH:6]=[CH:7][CH:8]=1)#[N:2].[OH-].[Na+].O1CCCC1.Cl. The yield is 0.860. The product is [C:1]([C:3]1[C:4]([O:14][CH2:15][CH2:16][CH2:17][C:18]2[C:19]([CH2:33][CH2:34][CH3:35])=[N:20][N:21]([C:23]3[CH:28]=[CH:27][C:26]([C:29]([F:30])([F:31])[F:32])=[CH:25][N:24]=3)[CH:22]=2)=[C:5]([CH2:9][C:10]([OH:12])=[O:11])[CH:6]=[CH:7][CH:8]=1)#[N:2]. (5) The reactants are [NH2:1][C:2]1[CH:7]=[CH:6][C:5]([B:8]2[O:16][C:13]([CH3:15])([CH3:14])[C:10]([CH3:12])([CH3:11])[O:9]2)=[CH:4][CH:3]=1.[CH:17]1[C:29]2[CH:28]([CH2:30][O:31][C:32]([NH:34][C@H:35]([CH:44]([CH3:46])[CH3:45])[C:36]([NH:38][C@H:39]([CH3:43])[C:40](O)=[O:41])=[O:37])=[O:33])[C:27]3[C:22](=[CH:23][CH:24]=[CH:25][CH:26]=3)[C:21]=2[CH:20]=[CH:19][CH:18]=1.C1CCC(N=C=NC2CCCCC2)CC1. The catalyst is CN(C1C=CN=CC=1)C.C(Cl)Cl. The product is [CH3:45][CH:44]([CH3:46])[C@H:35]([NH:34][C:32](=[O:33])[O:31][CH2:30][CH:28]1[C:27]2[CH:26]=[CH:25][CH:24]=[CH:23][C:22]=2[C:21]2[C:29]1=[CH:17][CH:18]=[CH:19][CH:20]=2)[C:36](=[O:37])[NH:38][C@@H:39]([CH3:43])[C:40](=[O:41])[NH:1][C:2]1[CH:7]=[CH:6][C:5]([B:8]2[O:16][C:13]([CH3:15])([CH3:14])[C:10]([CH3:11])([CH3:12])[O:9]2)=[CH:4][CH:3]=1. The yield is 0.880. (6) The reactants are [CH:1]1([NH:6][C:7]2[N:12]3[N:13]=[C:14]([C:28]4[CH:29]=[C:30]([CH:33]=[CH:34][CH:35]=4)[C:31]#[N:32])[C:15]([C:16]4[CH:21]=[CH:20][N:19]=[C:18]([NH:22][CH:23]5[CH2:27][CH2:26][CH2:25][CH2:24]5)[N:17]=4)=[C:11]3[CH:10]=[CH:9][CH:8]=2)[CH2:5][CH2:4][CH2:3][CH2:2]1.[OH-:36].[NH4+].OO.O. The catalyst is CO. The product is [CH:1]1([NH:6][C:7]2[N:12]3[N:13]=[C:14]([C:28]4[CH:29]=[C:30]([CH:33]=[CH:34][CH:35]=4)[C:31]([NH2:32])=[O:36])[C:15]([C:16]4[CH:21]=[CH:20][N:19]=[C:18]([NH:22][CH:23]5[CH2:24][CH2:25][CH2:26][CH2:27]5)[N:17]=4)=[C:11]3[CH:10]=[CH:9][CH:8]=2)[CH2:2][CH2:3][CH2:4][CH2:5]1. The yield is 0.390. (7) The reactants are O=[C:2]1[NH:7][C:6]2[CH2:8][CH2:9][O:10][CH2:11][C:5]=2[CH:4]=[C:3]1[C:12]#[N:13].C(=O)([O-])O.[Na+].P(Cl)(Cl)([Cl:21])=O. No catalyst specified. The product is [Cl:21][C:2]1[N:7]=[C:6]2[CH2:8][CH2:9][O:10][CH2:11][C:5]2=[CH:4][C:3]=1[C:12]#[N:13]. The yield is 0.660. (8) The reactants are C(OC(=O)[NH:7][C:8]1[CH:9]=[CH:10][C:11]2[CH:15]=[C:14]([C:16]3[C:21]([CH3:22])=[CH:20][N:19]=[C:18]([NH:23][CH2:24][CH2:25][CH2:26][N:27]4[CH2:32][CH2:31][N:30]([CH3:33])[CH2:29][CH2:28]4)[N:17]=3)[S:13][C:12]=2[CH:34]=1)(C)(C)C.C(O)(C(F)(F)F)=O.CO. The catalyst is ClCCl. The product is [NH2:7][C:8]1[CH:9]=[CH:10][C:11]2[CH:15]=[C:14]([C:16]3[C:21]([CH3:22])=[CH:20][N:19]=[C:18]([NH:23][CH2:24][CH2:25][CH2:26][N:27]4[CH2:32][CH2:31][N:30]([CH3:33])[CH2:29][CH2:28]4)[N:17]=3)[S:13][C:12]=2[CH:34]=1. The yield is 0.640.